Dataset: Forward reaction prediction with 1.9M reactions from USPTO patents (1976-2016). Task: Predict the product of the given reaction. (1) The product is: [Br:1][C:2]1[CH:7]=[CH:6][C:5]([NH:8][C:9]2[CH:14]=[CH:13][C:12]([C:15]([C:17]3[CH:22]=[CH:21][CH:20]=[CH:19][C:18]=3[CH3:23])=[O:16])=[C:11]([Cl:24])[CH:10]=2)=[C:4]([CH:3]=1)[CH2:25][O:26][CH2:27][CH2:28][N:34]1[C:33](=[O:35])[CH2:32][CH2:31][C:30]1=[O:36]. Given the reactants [Br:1][C:2]1[CH:7]=[CH:6][C:5]([NH:8][C:9]2[CH:14]=[CH:13][C:12]([C:15]([C:17]3[CH:22]=[CH:21][CH:20]=[CH:19][C:18]=3[CH3:23])=[O:16])=[C:11]([Cl:24])[CH:10]=2)=[C:4]([CH2:25][O:26][CH2:27][CH2:28]O)[CH:3]=1.[C:30]1(=[O:36])[NH:34][C:33](=[O:35])[CH2:32][CH2:31]1, predict the reaction product. (2) The product is: [NH2:1][C:2]1[CH:11]=[CH:10][C:9]2[C:4](=[C:5]([O:12][CH2:16][CH2:15][OH:14])[CH:6]=[CH:7][CH:8]=2)[N:3]=1. Given the reactants [NH2:1][C:2]1[CH:11]=[CH:10][C:9]2[C:4](=[C:5]([OH:12])[CH:6]=[CH:7][CH:8]=2)[N:3]=1.C1(=O)O[CH2:16][CH2:15][O:14]1.O(C(C)(C)C)[K], predict the reaction product. (3) Given the reactants [F:1][C:2]1[CH:3]=[C:4]2[C:9](=[CH:10][C:11]=1[F:12])[C:8](OS(C(F)(F)F)(=O)=O)=[CH:7][CH:6]=[CH:5]2.[C:21]([N:28]1[CH2:33][CH2:32][NH:31][CH2:30][CH2:29]1)([O:23][C:24]([CH3:27])([CH3:26])[CH3:25])=[O:22].C1(P(C2CCCCC2)C2C=CC=CC=2C2C=CC=CC=2)CCCCC1.CC([O-])(C)C.[Na+], predict the reaction product. The product is: [C:24]([O:23][C:21]([N:28]1[CH2:33][CH2:32][N:31]([C:8]2[C:9]3[C:4](=[CH:3][C:2]([F:1])=[C:11]([F:12])[CH:10]=3)[CH:5]=[CH:6][CH:7]=2)[CH2:30][CH2:29]1)=[O:22])([CH3:27])([CH3:25])[CH3:26]. (4) Given the reactants [Cl:1][C:2]1[C:3](=[O:34])[N:4]([CH2:19][CH2:20][C:21]2[CH:33]=[CH:32][C:24]([C:25]([O:27]C(C)(C)C)=[O:26])=[CH:23][CH:22]=2)[C:5]([CH2:9][N:10]([CH3:18])[C:11]2[CH:16]=[CH:15][CH:14]=[C:13]([CH3:17])[CH:12]=2)=[C:6]([Cl:8])[CH:7]=1.FC(F)(F)C(O)=O, predict the reaction product. The product is: [Cl:1][C:2]1[C:3](=[O:34])[N:4]([CH2:19][CH2:20][C:21]2[CH:22]=[CH:23][C:24]([C:25]([OH:27])=[O:26])=[CH:32][CH:33]=2)[C:5]([CH2:9][N:10]([CH3:18])[C:11]2[CH:16]=[CH:15][CH:14]=[C:13]([CH3:17])[CH:12]=2)=[C:6]([Cl:8])[CH:7]=1.